From a dataset of Forward reaction prediction with 1.9M reactions from USPTO patents (1976-2016). Predict the product of the given reaction. Given the reactants [Cl:1]C(O[C:5](=O)[N:6]([CH2:8][CH2:9][C@H:10]([O:16][C:17]1[C:26]2[C:21](=[CH:22][CH:23]=[CH:24][CH:25]=2)[CH:20]=[CH:19][CH:18]=1)[C:11]1[S:12][CH:13]=[CH:14][CH:15]=1)C)C, predict the reaction product. The product is: [CH3:5][NH:6][CH2:8][CH2:9][C@H:10]([O:16][C:17]1[CH:18]=[CH:19][CH:20]=[C:21]2[CH:22]=[CH:23][CH:24]=[CH:25][C:26]=12)[C:11]1[S:12][CH:13]=[CH:14][CH:15]=1.[ClH:1].